Dataset: Catalyst prediction with 721,799 reactions and 888 catalyst types from USPTO. Task: Predict which catalyst facilitates the given reaction. (1) Product: [CH2:16]([C:6]1[C:5]([C:3](=[O:4])[N:2]([CH3:1])[CH3:19])=[CH:10][N:9]2[CH:11]=[C:12]([CH3:14])[N:13]=[C:8]2[C:7]=1[O:15][C:26](=[O:31])[C:27]([CH3:30])([CH3:29])[CH3:28])[CH:17]=[CH2:18]. Reactant: [CH3:1][N:2]([CH3:19])[C:3]([C:5]1[C:6]([CH2:16][CH:17]=[CH2:18])=[C:7]([OH:15])[C:8]2[N:9]([CH:11]=[C:12]([CH3:14])[N:13]=2)[CH:10]=1)=[O:4].C(=O)([O-])[O-].[K+].[K+].[C:26](Cl)(=[O:31])[C:27]([CH3:30])([CH3:29])[CH3:28].[Cl-].[NH4+]. The catalyst class is: 95. (2) Reactant: [CH2:1]([N:8]([CH2:11][CH:12]1[O:17][C:16]2[CH:18]=[C:19]([S:22]([CH3:25])(=[O:24])=[O:23])[CH:20]=[CH:21][C:15]=2[CH2:14][O:13]1)CC)[C:2]1C=CC=CC=1. Product: [CH3:25][S:22]([C:19]1[CH:20]=[CH:21][C:15]2[CH2:14][O:13][CH:12]([CH2:11][NH:8][CH2:1][CH3:2])[O:17][C:16]=2[CH:18]=1)(=[O:23])=[O:24]. The catalyst class is: 256. (3) Reactant: [C-]#N.[Na+].[CH2:4]([CH:6]([CH2:9][CH3:10])[CH:7]=O)[CH3:5].[C:11](=[O:14])([O-])[O-].[NH4+:15].[NH4+:16].[CH2:17]([OH:19])C. Product: [CH2:4]([CH:6]([CH:7]1[NH:16][C:17](=[O:19])[NH:15][C:11]1=[O:14])[CH2:9][CH3:10])[CH3:5]. The catalyst class is: 6. (4) Reactant: [Br:1][C:2]1[CH:7]=[CH:6][C:5]([C:8]2[N:12]([CH2:13][C:14]3[CH:22]=[CH:21][C:17]([C:18]([OH:20])=O)=[CH:16][CH:15]=3)[N:11]=[C:10]([C:23]3[CH:28]=[C:27]([Cl:29])[CH:26]=[C:25]([Cl:30])[CH:24]=3)[CH:9]=2)=[CH:4][CH:3]=1.[OH:31]N1C2N=CC=CC=2N=N1.C([N:44]([CH2:48][CH3:49])C(C)C)(C)C.Cl.CN(C)CCCN=C=NCC.CN([CH:65]=[O:66])C. Product: [Br:1][C:2]1[CH:7]=[CH:6][C:5]([C:8]2[N:12]([CH2:13][C:14]3[CH:22]=[CH:21][C:17]([C:18]([NH:44][CH2:48][CH2:49][C:65]([OH:66])=[O:31])=[O:20])=[CH:16][CH:15]=3)[N:11]=[C:10]([C:23]3[CH:24]=[C:25]([Cl:30])[CH:26]=[C:27]([Cl:29])[CH:28]=3)[CH:9]=2)=[CH:4][CH:3]=1. The catalyst class is: 25. (5) Reactant: [CH:1]([O:4][C:5]([N:7]1[CH:12]([CH2:13][CH3:14])[CH2:11][CH:10]([N:15]([C:22](=O)[C:23]2[CH:28]=[C:27]([C:29]([F:32])([F:31])[F:30])[CH:26]=[C:25]([C:33]([F:36])([F:35])[F:34])[CH:24]=2)[C:16]2[N:20]=[CH:19][N:18]([CH3:21])[N:17]=2)[CH2:9][CH:8]1[CH2:38][CH3:39])=[O:6])([CH3:3])[CH3:2].CO. Product: [CH:1]([O:4][C:5]([N:7]1[CH:8]([CH2:38][CH3:39])[CH2:9][CH:10]([N:15]([CH2:22][C:23]2[CH:24]=[C:25]([C:33]([F:36])([F:34])[F:35])[CH:26]=[C:27]([C:29]([F:30])([F:31])[F:32])[CH:28]=2)[C:16]2[N:20]=[CH:19][N:18]([CH3:21])[N:17]=2)[CH2:11][CH:12]1[CH2:13][CH3:14])=[O:6])([CH3:3])[CH3:2]. The catalyst class is: 1. (6) Reactant: [F:1][C:2]1[CH:3]=[C:4]([CH2:10][CH2:11][C:12]([NH:14][CH2:15][CH2:16][CH2:17][C:18]2[N:19]([CH2:24][CH3:25])[N:20]=[C:21]([CH3:23])[CH:22]=2)=O)[CH:5]=[C:6]([F:9])[C:7]=1[CH3:8].P(Cl)(Cl)(Cl)=O.[BH4-].[Na+]. Product: [F:1][C:2]1[CH:3]=[C:4]([CH2:10][CH2:11][CH:12]2[NH:14][CH2:15][CH2:16][CH2:17][C:18]3[N:19]([CH2:24][CH3:25])[N:20]=[C:21]([CH3:23])[C:22]2=3)[CH:5]=[C:6]([F:9])[C:7]=1[CH3:8]. The catalyst class is: 382. (7) Reactant: [Si]([O:8][CH2:9][C@H:10]1[N:14](C(OC(C)(C)C)=O)[C@@H:13]([C:22]2[C:26]3[N:27]=[CH:28][N:29]=[C:30]([O:31]C)[C:25]=3[NH:24][CH:23]=2)[C@@H:12]2[O:33]C(C)(C)[O:35][C@H:11]12)(C(C)(C)C)(C)C.[ClH:38]. Product: [ClH:38].[OH:33][C@@H:12]1[C@H:11]([OH:35])[C@@H:10]([CH2:9][OH:8])[NH:14][C@H:13]1[C:22]1[C:26]2[N:27]=[CH:28][NH:29][C:30](=[O:31])[C:25]=2[NH:24][CH:23]=1. The catalyst class is: 5.